Dataset: Full USPTO retrosynthesis dataset with 1.9M reactions from patents (1976-2016). Task: Predict the reactants needed to synthesize the given product. (1) Given the product [I:17][C:10]1[CH:9]=[C:8]([N:1]2[CH2:6][CH2:5][O:4][CH2:3][CH2:2]2)[CH:13]=[C:12]([N+:14]([O-:16])=[O:15])[CH:11]=1, predict the reactants needed to synthesize it. The reactants are: [NH:1]1[CH2:6][CH2:5][O:4][CH2:3][CH2:2]1.F[C:8]1[CH:13]=[C:12]([N+:14]([O-:16])=[O:15])[CH:11]=[C:10]([I:17])[CH:9]=1. (2) Given the product [CH2:27]([O:1][C:2]1[CH:15]=[C:14]2[C:5]([N:6]3[C:11]([CH2:12][O:13]2)=[N:10][NH:9][C:8](=[O:16])[CH:7]3[CH3:17])=[CH:4][C:3]=1[N+:18]([O-:20])=[O:19])[C:28]1[CH:33]=[CH:32][CH:31]=[CH:30][CH:29]=1, predict the reactants needed to synthesize it. The reactants are: [OH:1][C:2]1[CH:15]=[C:14]2[C:5]([N:6]3[C:11]([CH2:12][O:13]2)=[N:10][NH:9][C:8](=[O:16])[CH:7]3[CH3:17])=[CH:4][C:3]=1[N+:18]([O-:20])=[O:19].C([O-])([O-])=O.[K+].[K+].[CH2:27](Br)[C:28]1[CH:33]=[CH:32][CH:31]=[CH:30][CH:29]=1. (3) Given the product [OH:25][C:24]1[O:18][N:17]=[C:7]([C:1]2[CH:6]=[CH:5][CH:4]=[CH:3][CH:2]=2)[C:8]=1[C:9]1[CH:14]=[CH:13][C:12]([S:15][CH3:16])=[CH:11][CH:10]=1, predict the reactants needed to synthesize it. The reactants are: [C:1]1([C:7](=[N:17][OH:18])[CH2:8][C:9]2[CH:14]=[CH:13][C:12]([S:15][CH3:16])=[CH:11][CH:10]=2)[CH:6]=[CH:5][CH:4]=[CH:3][CH:2]=1.C([Li])CCC.[C:24](=O)=[O:25].